Dataset: Peptide-MHC class I binding affinity with 185,985 pairs from IEDB/IMGT. Task: Regression. Given a peptide amino acid sequence and an MHC pseudo amino acid sequence, predict their binding affinity value. This is MHC class I binding data. (1) The peptide sequence is RLASTVIYR. The MHC is HLA-A24:03 with pseudo-sequence HLA-A24:03. The binding affinity (normalized) is 0.0847. (2) The peptide sequence is SFEPIPIHY. The MHC is HLA-B15:03 with pseudo-sequence HLA-B15:03. The binding affinity (normalized) is 0. (3) The peptide sequence is RPKPDYSAM. The MHC is HLA-B07:02 with pseudo-sequence HLA-B07:02. The binding affinity (normalized) is 0.898.